The task is: Regression. Given a peptide amino acid sequence and an MHC pseudo amino acid sequence, predict their binding affinity value. This is MHC class I binding data.. This data is from Peptide-MHC class I binding affinity with 185,985 pairs from IEDB/IMGT. (1) The peptide sequence is ILFDRLPIA. The MHC is HLA-B27:03 with pseudo-sequence HLA-B27:03. The binding affinity (normalized) is 0.0847. (2) The MHC is HLA-A24:02 with pseudo-sequence HLA-A24:02. The binding affinity (normalized) is 0. The peptide sequence is YVLDHLIVV. (3) The peptide sequence is ASKVKANLL. The MHC is Patr-B0101 with pseudo-sequence Patr-B0101. The binding affinity (normalized) is 0.168. (4) The peptide sequence is KMIYDLNAVT. The MHC is HLA-A02:01 with pseudo-sequence HLA-A02:01. The binding affinity (normalized) is 0.534.